This data is from Forward reaction prediction with 1.9M reactions from USPTO patents (1976-2016). The task is: Predict the product of the given reaction. (1) Given the reactants [C:1]([O:5][C:6](=[O:30])[NH:7][C:8]1[CH:13]=[C:12]([N:14]2[CH2:19][CH2:18][C:17]([F:21])([F:20])[CH2:16][CH2:15]2)[CH:11]=[C:10]([CH2:22][O:23][CH:24]2[CH2:29][CH2:28][CH2:27][CH2:26][O:25]2)[N:9]=1)([CH3:4])([CH3:3])[CH3:2].[H-].[Na+].FC(F)(F)S(O[CH2:39][C:40]([F:43])([F:42])[F:41])(=O)=O.O, predict the reaction product. The product is: [C:1]([O:5][C:6](=[O:30])[N:7]([C:8]1[CH:13]=[C:12]([N:14]2[CH2:19][CH2:18][C:17]([F:21])([F:20])[CH2:16][CH2:15]2)[CH:11]=[C:10]([CH2:22][O:23][CH:24]2[CH2:29][CH2:28][CH2:27][CH2:26][O:25]2)[N:9]=1)[CH2:39][C:40]([F:43])([F:42])[F:41])([CH3:4])([CH3:2])[CH3:3]. (2) Given the reactants [H-].[Al+3].[Li+].[H-].[H-].[H-].[NH:7]1[C:11]([C:12]2[CH:13]=[C:14]([CH:19]=[CH:20][CH:21]=2)[C:15](OC)=[O:16])=[N:10][N:9]=[N:8]1.Cl.[H][H], predict the reaction product. The product is: [NH:10]1[C:11]([C:12]2[CH:13]=[C:14]([CH2:15][OH:16])[CH:19]=[CH:20][CH:21]=2)=[N:7][N:8]=[N:9]1. (3) The product is: [NH2:8][CH2:9][C@@H:10]1[O:14][C:13](=[O:15])[N:12]([C:16]2[CH:21]=[CH:20][C:19]([CH:22]3[CH2:27][CH2:26][N:25]([C:28](=[O:38])[CH2:29][O:30][CH2:31][C:32]4[CH:37]=[CH:36][CH:35]=[CH:34][CH:33]=4)[CH2:24][CH2:23]3)=[C:18]([F:39])[CH:17]=2)[CH2:11]1. Given the reactants C(=[N:8][CH2:9][C@@H:10]1[O:14][C:13](=[O:15])[N:12]([C:16]2[CH:21]=[CH:20][C:19]([CH:22]3[CH2:27][CH2:26][N:25]([C:28](=[O:38])[CH2:29][O:30][CH2:31][C:32]4[CH:37]=[CH:36][CH:35]=[CH:34][CH:33]=4)[CH2:24][CH2:23]3)=[C:18]([F:39])[CH:17]=2)[CH2:11]1)C1C=CC=CC=1, predict the reaction product. (4) Given the reactants [C:1]([O:5][C:6]([NH:8][C@H:9]([CH2:29][C:30]1[CH:35]=[C:34]([F:36])[C:33]([F:37])=[CH:32][C:31]=1[F:38])[CH2:10][C:11]([N:13]1[CH2:18][CH2:17][N:16]2[C:19]([C:25]([F:28])([F:27])[F:26])=[N:20][C:21]([C:22]([OH:24])=O)=[C:15]2[CH2:14]1)=[O:12])=[O:7])([CH3:4])([CH3:3])[CH3:2].Cl.[CH2:40]([NH2:42])[CH3:41].O=C1N(P(Cl)(N2CCOC2=O)=O)CCO1.C(N(CC)CC)C, predict the reaction product. The product is: [C:1]([O:5][C:6](=[O:7])[NH:8][C@H:9]([CH2:29][C:30]1[CH:35]=[C:34]([F:36])[C:33]([F:37])=[CH:32][C:31]=1[F:38])[CH2:10][C:11]([N:13]1[CH2:18][CH2:17][N:16]2[C:19]([C:25]([F:26])([F:28])[F:27])=[N:20][C:21]([C:22](=[O:24])[NH:42][CH2:40][CH3:41])=[C:15]2[CH2:14]1)=[O:12])([CH3:4])([CH3:3])[CH3:2].